This data is from Reaction yield outcomes from USPTO patents with 853,638 reactions. The task is: Predict the reaction yield, written as a fraction of the theoretical maximum amount of product (1.0 means a 100% yield; for example, 0.34 means a 34% yield). The reactants are Cl[C:2]1[CH:7]=[C:6]([C:8]2[CH:13]=[CH:12][CH:11]=[CH:10][C:9]=2[C:14]([F:17])([F:16])[F:15])[N:5]=[C:4]([NH2:18])[N:3]=1.[Cl:19][C:20]1[CH:25]=[CH:24][C:23]([NH2:26])=[CH:22][CH:21]=1. No catalyst specified. The product is [Cl:19][C:20]1[CH:25]=[CH:24][C:23]([NH:26][C:2]2[CH:7]=[C:6]([C:8]3[CH:13]=[CH:12][CH:11]=[CH:10][C:9]=3[C:14]([F:17])([F:16])[F:15])[N:5]=[C:4]([NH2:18])[N:3]=2)=[CH:22][CH:21]=1. The yield is 0.280.